Dataset: Reaction yield outcomes from USPTO patents with 853,638 reactions. Task: Predict the reaction yield, written as a fraction of the theoretical maximum amount of product (1.0 means a 100% yield; for example, 0.34 means a 34% yield). (1) The reactants are [Cl:1][C:2]1[CH:7]=[CH:6][C:5]([C:8]2[C:14]3[CH:15]=[C:16]([O:19][CH3:20])[CH:17]=[CH:18][C:13]=3[N:12]3[C:21]([CH3:24])=[N:22][N:23]=[C:11]3[C@H:10]([CH2:25][C:26]([O:28]C)=[O:27])[N:9]=2)=[CH:4][CH:3]=1.[OH-].[Na+]. The catalyst is C1COCC1. The product is [Cl:1][C:2]1[CH:7]=[CH:6][C:5]([C:8]2[C:14]3[CH:15]=[C:16]([O:19][CH3:20])[CH:17]=[CH:18][C:13]=3[N:12]3[C:21]([CH3:24])=[N:22][N:23]=[C:11]3[C@H:10]([CH2:25][C:26]([OH:28])=[O:27])[N:9]=2)=[CH:4][CH:3]=1. The yield is 0.980. (2) The reactants are [NH2:1][C:2]1[N:7]=[CH:6][N:5]=[C:4]([NH:8][C@H:9]([C:11]2[N:16]([C:17]3[CH:22]=[CH:21][CH:20]=[CH:19][CH:18]=3)[C:15](=[O:23])[C:14]3=[C:24]([CH3:27])[CH:25]=[CH:26][N:13]3[N:12]=2)[CH3:10])[C:3]=1I.[F:29][C:30]1[CH:35]=[CH:34][C:33]([S:36]([NH:39][C:40]2[C:41]([O:55][CH3:56])=[N:42][CH:43]=[C:44](B3OC(C)(C)C(C)(C)O3)[CH:45]=2)(=[O:38])=[O:37])=[CH:32][CH:31]=1.C(=O)([O-])[O-].[Na+].[Na+]. No catalyst specified. The product is [NH2:1][C:2]1[C:3]([C:44]2[CH:45]=[C:40]([NH:39][S:36]([C:33]3[CH:34]=[CH:35][C:30]([F:29])=[CH:31][CH:32]=3)(=[O:37])=[O:38])[C:41]([O:55][CH3:56])=[N:42][CH:43]=2)=[C:4]([NH:8][C@H:9]([C:11]2[N:16]([C:17]3[CH:22]=[CH:21][CH:20]=[CH:19][CH:18]=3)[C:15](=[O:23])[C:14]3=[C:24]([CH3:27])[CH:25]=[CH:26][N:13]3[N:12]=2)[CH3:10])[N:5]=[CH:6][N:7]=1. The yield is 0.0500. (3) The reactants are CCN(C(C)C)C(C)C.C1C=CC2N(O)N=NC=2C=1.CCN=C=NCCCN(C)C.[C:31]1([N:37]2[CH:41]=[C:40]([C:42]([OH:44])=O)[N:39]=[N:38]2)[CH:36]=[CH:35][CH:34]=[CH:33][CH:32]=1.Cl.[NH2:46][CH2:47][C:48]([N:50]1[CH2:55][CH2:54][N:53]([C:56]([C:58]2[CH:59]=[N:60][CH:61]=[CH:62][C:63]=2[C:64]([F:67])([F:66])[F:65])=[O:57])[CH2:52][CH2:51]1)=[O:49].FC(F)(F)C1C(C(O)=O)=CN=CC=1. The catalyst is CN(C=O)C.O. The product is [O:49]=[C:48]([N:50]1[CH2:55][CH2:54][N:53]([C:56]([C:58]2[CH:59]=[N:60][CH:61]=[CH:62][C:63]=2[C:64]([F:67])([F:66])[F:65])=[O:57])[CH2:52][CH2:51]1)[CH2:47][NH:46][C:42]([C:40]1[N:39]=[N:38][N:37]([C:31]2[CH:32]=[CH:33][CH:34]=[CH:35][CH:36]=2)[CH:41]=1)=[O:44]. The yield is 0.800. (4) The reactants are [OH-].[Na+].C[O:4][C:5](=[O:28])[C:6]1[C:11]([NH:12][C:13]2[CH:18]=[CH:17][C:16]([I:19])=[CH:15][C:14]=2[F:20])=[CH:10][N:9]=[CH:8][C:7]=1[C:21]1[CH:26]=[CH:25][CH:24]=[CH:23][C:22]=1[Cl:27]. The catalyst is CO. The product is [Cl:27][C:22]1[CH:23]=[CH:24][CH:25]=[CH:26][C:21]=1[C:7]1[CH:8]=[N:9][CH:10]=[C:11]([NH:12][C:13]2[CH:18]=[CH:17][C:16]([I:19])=[CH:15][C:14]=2[F:20])[C:6]=1[C:5]([OH:28])=[O:4]. The yield is 0.760. (5) The reactants are [NH2:1][CH:2]1[CH2:5][N:4]([C:6]([C:8]2[CH:9]=[C:10]([CH:23]=[CH:24][C:25]=2[F:26])[CH2:11][C:12]2[C:21]3[C:16](=[CH:17][CH:18]=[CH:19][CH:20]=3)[C:15](=[O:22])[NH:14][N:13]=2)=[O:7])[CH2:3]1.[CH3:27][C:28]1([C:31](=O)[CH3:32])[CH2:30][CH2:29]1.C(O[BH-](OC(=O)C)OC(=O)C)(=O)C.[Na+]. No catalyst specified. The product is [F:26][C:25]1[CH:24]=[CH:23][C:10]([CH2:11][C:12]2[C:21]3[C:16](=[CH:17][CH:18]=[CH:19][CH:20]=3)[C:15](=[O:22])[NH:14][N:13]=2)=[CH:9][C:8]=1[C:6]([N:4]1[CH2:3][CH:2]([NH:1][CH:31]([C:28]2([CH3:27])[CH2:30][CH2:29]2)[CH3:32])[CH2:5]1)=[O:7]. The yield is 0.160.